Dataset: Reaction yield outcomes from USPTO patents with 853,638 reactions. Task: Predict the reaction yield, written as a fraction of the theoretical maximum amount of product (1.0 means a 100% yield; for example, 0.34 means a 34% yield). (1) The reactants are N1C=CN=C1.[CH2:6]([OH:12])[CH2:7][CH2:8][CH2:9][CH2:10][OH:11].[C:13]([Si:17](Cl)([C:24]1[CH:29]=[CH:28][CH:27]=[CH:26][CH:25]=1)[C:18]1[CH:23]=[CH:22][CH:21]=[CH:20][CH:19]=1)([CH3:16])([CH3:15])[CH3:14]. The catalyst is ClCCl. The product is [Si:17]([O:11][CH2:10][CH2:9][CH2:8][CH2:7][CH2:6][OH:12])([C:13]([CH3:16])([CH3:15])[CH3:14])([C:24]1[CH:25]=[CH:26][CH:27]=[CH:28][CH:29]=1)[C:18]1[CH:23]=[CH:22][CH:21]=[CH:20][CH:19]=1. The yield is 0.460. (2) The reactants are C[Si](C)(C)[O:3][C:4]1[CH2:11][C:8]2([CH2:10][CH2:9]2)[CH:7]([C:12]([O:14][CH2:15][CH3:16])=[O:13])[CH2:6][CH:5]=1.[F-].[K+]. The catalyst is CO. The product is [O:3]=[C:4]1[CH2:11][C:8]2([CH2:9][CH2:10]2)[CH:7]([C:12]([O:14][CH2:15][CH3:16])=[O:13])[CH2:6][CH2:5]1. The yield is 0.200. (3) The reactants are [F:1][C:2]1[CH:3]=[C:4]2[C:9](=[CH:10][CH:11]=1)[N:8]([CH2:12][CH2:13][N:14]1[CH2:19][CH2:18][CH:17]([NH:20]C(=O)OC(C)(C)C)[CH2:16][CH2:15]1)[C:7](=[O:28])[CH:6]=[N:5]2.FC(F)(F)C(O)=O.NC1CCN(CCN2C3C(=CC=C(F)C=3)N=CC2=O)CC1. The catalyst is ClCCl. The product is [NH2:20][CH:17]1[CH2:16][CH2:15][N:14]([CH2:13][CH2:12][N:8]2[C:9]3[C:4](=[CH:3][C:2]([F:1])=[CH:11][CH:10]=3)[N:5]=[CH:6][C:7]2=[O:28])[CH2:19][CH2:18]1. The yield is 0.930. (4) The reactants are [C:1]1([C:7]2[O:11][N:10]=[C:9]([C:12]([NH:14][CH2:15][C:16]([OH:18])=O)=[O:13])[CH:8]=2)[CH:6]=[CH:5][CH:4]=[CH:3][CH:2]=1.CCN(C(C)C)C(C)C.C1C=CC2N(O)N=NC=2C=1.CCN=C=NCCCN(C)C.Cl.Cl.[CH3:51][N:52]([CH:63]1[CH2:68][CH2:67][NH:66][CH2:65][CH2:64]1)[C:53]1[CH:58]=[CH:57][CH:56]=[CH:55][C:54]=1[C:59]([F:62])([F:61])[F:60]. The catalyst is CN(C=O)C.O. The product is [CH3:51][N:52]([C:53]1[CH:58]=[CH:57][CH:56]=[CH:55][C:54]=1[C:59]([F:62])([F:60])[F:61])[CH:63]1[CH2:68][CH2:67][N:66]([C:16](=[O:18])[CH2:15][NH:14][C:12]([C:9]2[CH:8]=[C:7]([C:1]3[CH:2]=[CH:3][CH:4]=[CH:5][CH:6]=3)[O:11][N:10]=2)=[O:13])[CH2:65][CH2:64]1. The yield is 0.150.